Task: Predict the reactants needed to synthesize the given product.. Dataset: Full USPTO retrosynthesis dataset with 1.9M reactions from patents (1976-2016) (1) Given the product [F:1][C:2]1[CH:7]=[CH:6][CH:5]=[CH:4][C:3]=1[C:8]1[CH:13]=[C:12]([CH3:14])[C:11]([NH:15][OH:20])=[C:10]([N+:16]([O-:18])=[O:17])[CH:9]=1, predict the reactants needed to synthesize it. The reactants are: [F:1][C:2]1[CH:7]=[CH:6][CH:5]=[CH:4][C:3]=1[C:8]1[CH:13]=[C:12]([CH3:14])[C:11]([NH2:15])=[C:10]([N+:16]([O-:18])=[O:17])[CH:9]=1.N([O-])=[O:20].[Na+].Cl. (2) Given the product [SH:4][C@@H:5]1[CH2:22][CH2:21][C@@:20]2([CH3:23])[CH:7]([C:8](=[CH2:25])[CH2:9][C@@H:10]3[C@@H:19]2[CH2:18][CH2:17][C@@:15]2([CH3:16])[C@H:11]3[CH2:12][CH2:13][C:14]2=[O:24])[CH2:6]1, predict the reactants needed to synthesize it. The reactants are: C([S:4][C@@H:5]1[CH2:22][CH2:21][C@@:20]2([CH3:23])[CH:7]([C:8](=[CH2:25])[CH2:9][C@@H:10]3[C@@H:19]2[CH2:18][CH2:17][C@@:15]2([CH3:16])[C@H:11]3[CH2:12][CH2:13][C:14]2=[O:24])[CH2:6]1)(=O)C. (3) The reactants are: [CH:1]([S:14]([CH2:16][CH2:17][NH2:18])=[O:15])([C:8]1[CH:13]=[CH:12][CH:11]=[CH:10][CH:9]=1)[C:2]1[CH:7]=[CH:6][CH:5]=[CH:4][CH:3]=1.[CH:19](SCCNCCCC)([C:26]1C=CC=CC=1)[C:20]1C=CC=C[CH:21]=1. Given the product [CH:1]([S:14]([CH2:16][CH2:17][NH:18][CH2:26][CH2:19][CH2:20][CH3:21])=[O:15])([C:8]1[CH:9]=[CH:10][CH:11]=[CH:12][CH:13]=1)[C:2]1[CH:7]=[CH:6][CH:5]=[CH:4][CH:3]=1, predict the reactants needed to synthesize it. (4) Given the product [C:19]([O:23][C:24]([C@@H:26]1[CH2:30][CH2:29][C:28](=[O:31])[N:27]1[C:33]1[CH:38]=[N:37][C:36]([C:39]([F:42])([F:41])[F:40])=[CH:35][CH:34]=1)=[O:25])([CH3:22])([CH3:20])[CH3:21], predict the reactants needed to synthesize it. The reactants are: C(=O)([O-])[O-].[Cs+].[Cs+].C(OC(C1CCCCC1=O)=O)C.[C:19]([O:23][C:24]([C@@H:26]1[CH2:30][CH2:29][C:28](=[O:31])[NH:27]1)=[O:25])([CH3:22])([CH3:21])[CH3:20].Br[C:33]1[CH:34]=[CH:35][C:36]([C:39]([F:42])([F:41])[F:40])=[N:37][CH:38]=1. (5) The reactants are: [N:1]1[S:5][N:4]=[C:3]2[C:6]([S:10]([NH:13][C:14]3[CH:22]=[C:21]([Br:23])[CH:20]=[CH:19][C:15]=3[C:16](O)=[O:17])(=[O:12])=[O:11])=[CH:7][CH:8]=[CH:9][C:2]=12.[Cl:24][C:25]1[CH:30]=[CH:29][C:28]([CH2:31][CH:32]([NH2:34])[CH3:33])=[CH:27][CH:26]=1. Given the product [N:1]1[S:5][N:4]=[C:3]2[C:6]([S:10]([NH:13][C:14]3[CH:22]=[C:21]([Br:23])[CH:20]=[CH:19][C:15]=3[C:16]([NH:34][CH:32]([CH3:33])[CH2:31][C:28]3[CH:29]=[CH:30][C:25]([Cl:24])=[CH:26][CH:27]=3)=[O:17])(=[O:11])=[O:12])=[CH:7][CH:8]=[CH:9][C:2]=12, predict the reactants needed to synthesize it. (6) Given the product [CH3:22][C:17]1([CH3:23])[C:18]([CH3:21])([CH3:20])[O:19][B:15]([C:2]2[CH:14]=[CH:13][C:5]([O:6][C:7]3[CH:12]=[CH:11][CH:10]=[CH:9][N:8]=3)=[CH:4][CH:3]=2)[O:16]1, predict the reactants needed to synthesize it. The reactants are: Br[C:2]1[CH:14]=[CH:13][C:5]([O:6][C:7]2[CH:12]=[CH:11][CH:10]=[CH:9][N:8]=2)=[CH:4][CH:3]=1.[B:15]1([B:15]2[O:19][C:18]([CH3:21])([CH3:20])[C:17]([CH3:23])([CH3:22])[O:16]2)[O:19][C:18]([CH3:21])([CH3:20])[C:17]([CH3:23])([CH3:22])[O:16]1.FC1C(C)=C(C=CC=1B1OC(C)(C)C(C)(C)O1)OC1CCCCO1. (7) Given the product [F:1][C:2]1[CH:7]=[CH:6][C:5]([C:8]2[N:13]=[N:12][C:11]([N:14]3[CH2:19][CH2:18][CH:17]([N:20]([CH3:21])[C:37]([C@@H:32]4[CH2:33][CH2:34][CH2:35][CH2:36][N:31]4[C:29]([O:28][C:24]([CH3:25])([CH3:26])[CH3:27])=[O:30])=[O:39])[CH2:16][CH2:15]3)=[C:10]([CH3:22])[C:9]=2[CH3:23])=[CH:4][CH:3]=1, predict the reactants needed to synthesize it. The reactants are: [F:1][C:2]1[CH:7]=[CH:6][C:5]([C:8]2[N:13]=[N:12][C:11]([N:14]3[CH2:19][CH2:18][CH:17]([NH:20][CH3:21])[CH2:16][CH2:15]3)=[C:10]([CH3:22])[C:9]=2[CH3:23])=[CH:4][CH:3]=1.[C:24]([O:28][C:29]([N:31]1[CH2:36][CH2:35][CH2:34][CH2:33][C@H:32]1[C:37]([OH:39])=O)=[O:30])([CH3:27])([CH3:26])[CH3:25].C(N(CC)CC)C.CCN=C=NCCCN(C)C.C([O-])(O)=O.[Na+].